From a dataset of Forward reaction prediction with 1.9M reactions from USPTO patents (1976-2016). Predict the product of the given reaction. (1) Given the reactants [F:1][C:2]([F:18])([F:17])[C:3]1[C:12]2[C:11](=[O:13])[NH:10][C@@H:9]3[CH2:14][NH:15][CH2:16][C@H:8]3[C:7]=2[CH:6]=[CH:5][CH:4]=1.[CH:19]([C:21]1[CH:30]=[CH:29][CH:28]=[C:27](C(F)(F)F)[C:22]=1C(OC)=O)=O.C(=O)C1C=CC=CC=1.C(O[BH-](OC(=O)C)OC(=O)C)(=O)C.[Na+], predict the reaction product. The product is: [CH2:19]([N:15]1[CH2:16][C@@H:8]2[C@H:9]([NH:10][C:11](=[O:13])[C:12]3[C:3]([C:2]([F:1])([F:17])[F:18])=[CH:4][CH:5]=[CH:6][C:7]=32)[CH2:14]1)[C:21]1[CH:30]=[CH:29][CH:28]=[CH:27][CH:22]=1. (2) The product is: [CH3:1][O:2][C:3]1[CH:4]=[C:5]2[C:9](=[CH:10][CH:11]=1)[N:8]([CH3:12])[CH:7]=[C:6]2[C:13]1[N:23]([CH2:24][O:25][CH2:26][CH2:27][Si:28]([CH3:30])([CH3:29])[CH3:31])[C:16]2=[N:17][CH:18]=[C:19]([CH2:21][NH:22][C:38](=[O:45])[C:39]3[CH:44]=[CH:43][CH:42]=[CH:41][CH:40]=3)[N:20]=[C:15]2[CH:14]=1. Given the reactants [CH3:1][O:2][C:3]1[CH:4]=[C:5]2[C:9](=[CH:10][CH:11]=1)[N:8]([CH3:12])[CH:7]=[C:6]2[C:13]1[N:23]([CH2:24][O:25][CH2:26][CH2:27][Si:28]([CH3:31])([CH3:30])[CH3:29])[C:16]2=[N:17][CH:18]=[C:19]([CH2:21][NH2:22])[N:20]=[C:15]2[CH:14]=1.N1C=CC=CC=1.[C:38](Cl)(=[O:45])[C:39]1[CH:44]=[CH:43][CH:42]=[CH:41][CH:40]=1, predict the reaction product. (3) Given the reactants [CH3:1]C(C)([O-])C.[K+].[Cl:7][C:8]1[CH:13]=[C:12]([C:14]([C:16]2[CH:25]=[C:24]([CH3:26])[C:19]3[NH:20][C:21](=[O:23])[O:22][C:18]=3[CH:17]=2)=[O:15])[CH:11]=[CH:10][N:9]=1.CI, predict the reaction product. The product is: [Cl:7][C:8]1[CH:13]=[C:12]([C:14]([C:16]2[CH:25]=[C:24]([CH3:26])[C:19]3[N:20]([CH3:1])[C:21](=[O:23])[O:22][C:18]=3[CH:17]=2)=[O:15])[CH:11]=[CH:10][N:9]=1.